This data is from Full USPTO retrosynthesis dataset with 1.9M reactions from patents (1976-2016). The task is: Predict the reactants needed to synthesize the given product. (1) The reactants are: O[CH:2]1[CH2:5][N:4]([C:6]([O:8][C:9]([CH3:12])([CH3:11])[CH3:10])=[O:7])[CH2:3]1.C(N(CC)CC)C.CS(Cl)(=O)=O.[C:25]([C:29]1[CH:34]=[CH:33][CH:32]=[CH:31][C:30]=1[SH:35])([CH3:28])([CH3:27])[CH3:26].[OH-].[Na+]. Given the product [C:25]([C:29]1[CH:34]=[CH:33][CH:32]=[CH:31][C:30]=1[S:35][CH:2]1[CH2:5][N:4]([C:6]([O:8][C:9]([CH3:12])([CH3:11])[CH3:10])=[O:7])[CH2:3]1)([CH3:28])([CH3:26])[CH3:27], predict the reactants needed to synthesize it. (2) Given the product [Cl:1][C:2]([Cl:28])([Cl:27])[CH2:3][O:4][C:5](=[O:26])[NH:6][C:7]1[CH:12]=[CH:11][C:10]([S:13][C:14]2[CH:19]=[CH:18][C:17]([C:20](=[O:21])[NH:34][C:30]3[S:29][CH:33]=[N:32][N:31]=3)=[CH:16][C:15]=2[N+:23]([O-:25])=[O:24])=[CH:9][CH:8]=1, predict the reactants needed to synthesize it. The reactants are: [Cl:1][C:2]([Cl:28])([Cl:27])[CH2:3][O:4][C:5](=[O:26])[NH:6][C:7]1[CH:12]=[CH:11][C:10]([S:13][C:14]2[CH:19]=[CH:18][C:17]([C:20](Cl)=[O:21])=[CH:16][C:15]=2[N+:23]([O-:25])=[O:24])=[CH:9][CH:8]=1.[S:29]1[CH:33]=[N:32][N:31]=[C:30]1[NH2:34]. (3) Given the product [Cl:1][C:2]1[C:7]([Cl:8])=[C:6]([C:24]2[CH:25]=[CH:26][C:21]([Cl:20])=[C:22]([O:34][CH3:35])[C:23]=2[F:33])[N:5]=[C:4]([C:10]([O:12][CH2:13][C:14]2[CH:19]=[CH:18][CH:17]=[CH:16][CH:15]=2)=[O:11])[CH:3]=1, predict the reactants needed to synthesize it. The reactants are: [Cl:1][C:2]1[C:7]([Cl:8])=[C:6](Cl)[N:5]=[C:4]([C:10]([O:12][CH2:13][C:14]2[CH:19]=[CH:18][CH:17]=[CH:16][CH:15]=2)=[O:11])[CH:3]=1.[Cl:20][C:21]1[CH:26]=[CH:25][C:24](B2OCCCO2)=[C:23]([F:33])[C:22]=1[O:34][CH3:35].[F-].[Cs+].C(#N)C. (4) Given the product [CH3:1][O:2][C:3](=[O:28])[CH2:4][CH2:5][C:6]12[CH2:7][CH2:8][C:9]([C:14]3[NH:22][C:21]4[C:20]([S:23][CH3:31])=[N:19][C:18](=[O:24])[N:17]([CH2:25][CH2:26][CH3:27])[C:16]=4[N:15]=3)([CH2:10][CH2:11]1)[CH2:12][CH2:13]2, predict the reactants needed to synthesize it. The reactants are: [CH3:1][O:2][C:3](=[O:28])[CH2:4][CH2:5][C:6]12[CH2:13][CH2:12][C:9]([C:14]3[NH:22][C:21]4[C:20](=[S:23])[NH:19][C:18](=[O:24])[N:17]([CH2:25][CH2:26][CH3:27])[C:16]=4[N:15]=3)([CH2:10][CH2:11]1)[CH2:8][CH2:7]2.[OH-].[Na+].[CH3:31]I. (5) Given the product [C:1]([O:5][C:6](=[O:30])[C:7]([S:10][C:11]1[CH:16]=[CH:15][CH:14]=[C:13]([CH2:17][CH2:18][NH2:19])[CH:12]=1)([CH3:9])[CH3:8])([CH3:3])([CH3:2])[CH3:4], predict the reactants needed to synthesize it. The reactants are: [C:1]([O:5][C:6](=[O:30])[C:7]([S:10][C:11]1[CH:16]=[CH:15][CH:14]=[C:13]([CH2:17][CH2:18][N:19]2C(=O)C3C(=CC=CC=3)C2=O)[CH:12]=1)([CH3:9])[CH3:8])([CH3:4])([CH3:3])[CH3:2].O.NN. (6) Given the product [Cl:14][C:15]1[C:23]([NH:24][S:25]([CH2:28][CH2:29][CH3:30])(=[O:26])=[O:27])=[CH:22][CH:21]=[C:20]([F:31])[C:16]=1[C:17]([NH:13][C:10]1[CH:11]=[C:12]2[C:4]([CH:1]3[CH2:3][CH2:2]3)=[N:5][NH:6][C:7]2=[N:8][CH:9]=1)=[O:18], predict the reactants needed to synthesize it. The reactants are: [CH:1]1([C:4]2[C:12]3[C:7](=[N:8][CH:9]=[C:10]([NH2:13])[CH:11]=3)[NH:6][N:5]=2)[CH2:3][CH2:2]1.[Cl:14][C:15]1[C:23]([NH:24][S:25]([CH2:28][CH2:29][CH3:30])(=[O:27])=[O:26])=[CH:22][CH:21]=[C:20]([F:31])[C:16]=1[C:17](O)=[O:18].CCN=C=NCCCN(C)C.C1C=CC2N(O)N=NC=2C=1. (7) Given the product [OH:3][CH2:4][CH2:5][O:6][NH:7][C:8]([C:10]1[CH:15]=[CH:14][N:13]2[CH:16]=[N:17][CH:18]=[C:12]2[C:11]=1[NH:19][C:20]1[CH:25]=[CH:24][C:23]([I:26])=[CH:22][C:21]=1[F:27])=[O:9], predict the reactants needed to synthesize it. The reactants are: C([O:3][CH2:4][CH2:5][O:6][NH:7][C:8]([C:10]1[CH:15]=[CH:14][N:13]2[CH:16]=[N:17][CH:18]=[C:12]2[C:11]=1[NH:19][C:20]1[CH:25]=[CH:24][C:23]([I:26])=[CH:22][C:21]=1[F:27])=[O:9])=C.